Task: Predict the reactants needed to synthesize the given product.. Dataset: Full USPTO retrosynthesis dataset with 1.9M reactions from patents (1976-2016) (1) The reactants are: [Cl:1][C:2]1[CH:7]=[C:6]([Cl:8])[CH:5]=[CH:4][C:3]=1[C:9]1[N:10]=[C:11](/[CH:14]=[CH:15]/[C:16]2[CH:21]=[CH:20][C:19]([C:22]3[CH:27]=[CH:26][C:25]([O:28][CH3:29])=[CH:24][CH:23]=3)=[CH:18][CH:17]=2)[NH:12][CH:13]=1.[CH2:30](Br)[CH:31]([CH3:33])[CH3:32]. Given the product [Cl:1][C:2]1[CH:7]=[C:6]([Cl:8])[CH:5]=[CH:4][C:3]=1[C:9]1[N:10]=[C:11](/[CH:14]=[CH:15]/[C:16]2[CH:21]=[CH:20][C:19]([C:22]3[CH:23]=[CH:24][C:25]([O:28][CH3:29])=[CH:26][CH:27]=3)=[CH:18][CH:17]=2)[N:12]([CH2:30][CH:31]([CH3:33])[CH3:32])[CH:13]=1, predict the reactants needed to synthesize it. (2) Given the product [Cl:56][C:57]1[N:62]=[CH:61][C:60]([NH:63][C:12]2[C:17]([C:18]3[N:23]=[C:22]([CH3:24])[N:21]=[C:20]([N:25]([CH2:35][C:36]4[CH:37]=[CH:38][C:39]([O:42][CH3:43])=[CH:40][CH:41]=4)[CH2:26][C:27]4[CH:32]=[CH:31][C:30]([O:33][CH3:34])=[CH:29][CH:28]=4)[N:19]=3)=[CH:16][C:15]([C@H:44]([N:46]3[CH2:47][CH2:48][N:49]([S:52]([CH3:55])(=[O:54])=[O:53])[CH2:50][CH2:51]3)[CH3:45])=[CH:14][N:13]=2)=[CH:59][CH:58]=1, predict the reactants needed to synthesize it. The reactants are: C[Si]([N-][Si](C)(C)C)(C)C.[Na+].F[C:12]1[C:17]([C:18]2[N:23]=[C:22]([CH3:24])[N:21]=[C:20]([N:25]([CH2:35][C:36]3[CH:41]=[CH:40][C:39]([O:42][CH3:43])=[CH:38][CH:37]=3)[CH2:26][C:27]3[CH:32]=[CH:31][C:30]([O:33][CH3:34])=[CH:29][CH:28]=3)[N:19]=2)=[CH:16][C:15]([C@H:44]([N:46]2[CH2:51][CH2:50][N:49]([S:52]([CH3:55])(=[O:54])=[O:53])[CH2:48][CH2:47]2)[CH3:45])=[CH:14][N:13]=1.[Cl:56][C:57]1[N:62]=[CH:61][C:60]([NH2:63])=[CH:59][CH:58]=1.